From a dataset of Catalyst prediction with 721,799 reactions and 888 catalyst types from USPTO. Predict which catalyst facilitates the given reaction. (1) Reactant: Br[C:2]1[CH:3]=[CH:4][C:5](O)=[C:6]([C:8]2[CH:17]=[CH:16][C:15]3[C:10](=[CH:11][CH:12]=[C:13]([C:18]4[N:22]([CH:23]5[CH2:28][CH2:27][CH2:26][CH2:25][CH2:24]5)[C:21]5[CH:29]=[CH:30][C:31]([C:33]([OH:35])=[O:34])=[CH:32][C:20]=5[N:19]=4)[CH:14]=3)[N:9]=2)[CH:7]=1.[C:37]1([C:37]2[CH:42]=[CH:41][CH:40]=[CH:39][CH:38]=2)[CH:42]=[CH:41][C:40](C(=O)C)=[CH:39][CH:38]=1.[OH-].[K+]. Product: [C:3]1([C:37]2[CH:42]=[CH:41][CH:40]=[CH:39][CH:38]=2)[CH:4]=[CH:5][C:6]([C:8]2[CH:17]=[CH:16][C:15]3[C:10](=[CH:11][CH:12]=[C:13]([C:18]4[N:22]([CH:23]5[CH2:28][CH2:27][CH2:26][CH2:25][CH2:24]5)[C:21]5[CH:29]=[CH:30][C:31]([C:33]([OH:35])=[O:34])=[CH:32][C:20]=5[N:19]=4)[CH:14]=3)[N:9]=2)=[CH:7][CH:2]=1. The catalyst class is: 8. (2) Reactant: [C:1]([CH2:3][CH2:4][NH:5][C:6](=O)[CH2:7][O:8][C:9]([CH3:15])([CH3:14])[C:10]([O:12][CH3:13])=[O:11])#[N:2].[N-:17]=[N+:18]=[N-:19].[Na+].FC(F)(F)S(OS(C(F)(F)F)(=O)=O)(=O)=O.C(=O)(O)[O-].[Na+]. Product: [C:1]([CH2:3][CH2:4][N:5]1[C:6]([CH2:7][O:8][C:9]([CH3:15])([CH3:14])[C:10]([O:12][CH3:13])=[O:11])=[N:19][N:18]=[N:17]1)#[N:2]. The catalyst class is: 10. (3) Reactant: [CH:1]([C:3]1[C:4]([O:14][CH2:15][C:16]2[CH:40]=[CH:39][C:19]([O:20][CH2:21][C:22]3[N:23]=[C:24]([C:28]4[CH:29]=[CH:30][C:31]([CH3:38])=[C:32]([CH:37]=4)[C:33]([O:35][CH3:36])=[O:34])[O:25][C:26]=3[CH3:27])=[C:18]([O:41][CH3:42])[CH:17]=2)=[N:5][N:6]([C:8]2[CH:13]=[CH:12][CH:11]=[CH:10][CH:9]=2)[CH:7]=1)=O.[CH2:43]([P:52](=[O:59])([O:56][CH2:57][CH3:58])[O:53][CH2:54][CH3:55])P(=O)(OCC)OCC.CN(C)C=O.[H-].[Na+]. Product: [CH2:57]([O:56][P:52](/[CH:43]=[CH:1]/[C:3]1[C:4]([O:14][CH2:15][C:16]2[CH:40]=[CH:39][C:19]([O:20][CH2:21][C:22]3[N:23]=[C:24]([C:28]4[CH:29]=[CH:30][C:31]([CH3:38])=[C:32]([CH:37]=4)[C:33]([O:35][CH3:36])=[O:34])[O:25][C:26]=3[CH3:27])=[C:18]([O:41][CH3:42])[CH:17]=2)=[N:5][N:6]([C:8]2[CH:9]=[CH:10][CH:11]=[CH:12][CH:13]=2)[CH:7]=1)([O:53][CH2:54][CH3:55])=[O:59])[CH3:58]. The catalyst class is: 6. (4) Reactant: [H-].[Na+].[CH3:3][S:4]([C:7]1[CH:12]=[CH:11][C:10]([SH:13])=[CH:9][CH:8]=1)(=[O:6])=[O:5].[C:14]([O:18][C:19]([N:21]1[CH2:26][CH2:25][CH:24]([CH2:27][CH2:28][CH2:29]OS(C)(=O)=O)[CH2:23][CH2:22]1)=[O:20])([CH3:17])([CH3:16])[CH3:15]. Product: [C:14]([O:18][C:19]([N:21]1[CH2:26][CH2:25][CH:24]([CH2:27][CH2:28][CH2:29][S:13][C:10]2[CH:11]=[CH:12][C:7]([S:4]([CH3:3])(=[O:6])=[O:5])=[CH:8][CH:9]=2)[CH2:23][CH2:22]1)=[O:20])([CH3:17])([CH3:16])[CH3:15]. The catalyst class is: 116. (5) The catalyst class is: 26. Reactant: [C:1]([N:4]1[C:13]2[C:8](=[CH:9][C:10]([C:14]3[CH:15]=[N:16][N:17]([CH:19]4[CH2:22][O:21][CH2:20]4)[CH:18]=3)=[CH:11][CH:12]=2)[N:7]([C:23](Cl)=[O:24])[CH2:6][C@@H:5]1[CH3:26])(=[O:3])[CH3:2].[N:27]1[CH:32]=[CH:31][CH:30]=[C:29]([OH:33])[CH:28]=1.N1C=CC=CC=1. Product: [C:1]([N:4]1[C:13]2[C:8](=[CH:9][C:10]([C:14]3[CH:15]=[N:16][N:17]([CH:19]4[CH2:22][O:21][CH2:20]4)[CH:18]=3)=[CH:11][CH:12]=2)[N:7]([C:23]([O:33][C:29]2[CH:28]=[N:27][CH:32]=[CH:31][CH:30]=2)=[O:24])[CH2:6][C@@H:5]1[CH3:26])(=[O:3])[CH3:2]. (6) Reactant: O1C=CC=C1/C=[CH:7]/[C:8]([N:10]=[N+]=[N-])=[O:9].II.[C:15]([O:18][CH2:19][CH3:20])(=O)[CH3:16].[C:21]1(C)C=CC=CC=1. Product: [O:18]1[C:15]2[CH:16]=[CH:21][NH:10][C:8](=[O:9])[C:7]=2[CH:20]=[CH:19]1. The catalyst class is: 262.